Dataset: HIV replication inhibition screening data with 41,000+ compounds from the AIDS Antiviral Screen. Task: Binary Classification. Given a drug SMILES string, predict its activity (active/inactive) in a high-throughput screening assay against a specified biological target. (1) The compound is CC(NNC(=O)c1ccncc1)c1ccc(F)cc1. The result is 0 (inactive). (2) The molecule is N#CCC(=O)Nc1ccccc1O. The result is 0 (inactive). (3) The compound is Cc1ccc(C(=O)Nc2ccc(CP(=O)(O)O)cc2)cc1NC(=O)Nc1cc(C(=O)Nc2ccc(CP(=O)(O)O)cc2)ccc1C.[NaH]. The result is 0 (inactive). (4) The compound is O=C(Nc1ccc(CCC2=NCCCN2)cc1)c1ccc(C(=O)Nc2ccc(CCC3=NCCCN3)cc2)cc1. The result is 1 (active). (5) The drug is Oc1ccccc1C=Nc1ccc(Oc2ccc(Cl)cc2)c(Cl)c1. The result is 0 (inactive). (6) The compound is Cn1c(=O)n2n(c1=O)C(C)(C13CC4CC(CC(C4)C1)C3)C13CC4CC(CC1C4)CC23. The result is 0 (inactive).